Predict the reactants needed to synthesize the given product. From a dataset of Full USPTO retrosynthesis dataset with 1.9M reactions from patents (1976-2016). (1) Given the product [F:1][C:2]1[CH:3]=[CH:4][C:5]([NH:8][C:9]([N:11]2[CH2:12][CH2:13][N:14]([CH2:27][C:18]3[CH:19]=[CH:20][C:21]4[C:26](=[CH:25][CH:24]=[CH:23][CH:22]=4)[N:17]=3)[CH2:15][CH2:16]2)=[O:10])=[CH:6][CH:7]=1, predict the reactants needed to synthesize it. The reactants are: [F:1][C:2]1[CH:7]=[CH:6][C:5]([NH:8][C:9]([N:11]2[CH2:16][CH2:15][NH:14][CH2:13][CH2:12]2)=[O:10])=[CH:4][CH:3]=1.[N:17]1[C:26]2[C:21](=[CH:22][CH:23]=[CH:24][CH:25]=2)[CH:20]=[CH:19][C:18]=1[CH:27]=O. (2) Given the product [CH:10]([C:11]1[CH:16]=[CH:15][C:14]([CH2:17][C:18]([O:20][CH3:21])=[O:19])=[CH:13][CH:12]=1)=[O:5], predict the reactants needed to synthesize it. The reactants are: C[N+]1([O-])CC[O:5]CC1.Br[CH2:10][C:11]1[CH:16]=[CH:15][C:14]([CH2:17][C:18]([O:20][CH3:21])=[O:19])=[CH:13][CH:12]=1.O. (3) Given the product [N:22]1[CH:23]=[CH:24][CH:25]=[N:26][C:21]=1[N:15]1[CH2:20][CH2:19][N:18]([C:2]2[CH:12]=[CH:11][C:5]([C:6]([O:8][CH2:9][CH3:10])=[O:7])=[CH:4][CH:3]=2)[CH2:17][CH2:16]1, predict the reactants needed to synthesize it. The reactants are: F[C:2]1[CH:12]=[CH:11][C:5]([C:6]([O:8][CH2:9][CH3:10])=[O:7])=[CH:4][CH:3]=1.Cl.Cl.[N:15]1([C:21]2[N:26]=[CH:25][CH:24]=[CH:23][N:22]=2)[CH2:20][CH2:19][NH:18][CH2:17][CH2:16]1.C(=O)([O-])[O-].[K+].[K+].O. (4) The reactants are: [NH:1]1[C:10]2[C:5](=[CH:6][CH:7]=[CH:8][CH:9]=2)[CH:4]=[CH:3][C:2]1=[O:11].N=[O:13].Cl. Given the product [N:1]1[C:2](=[O:11])[C:3](=[O:13])[CH:4]=[C:5]2[C:10]=1[CH:9]=[CH:8][CH:7]=[CH:6]2, predict the reactants needed to synthesize it.